Dataset: NCI-60 drug combinations with 297,098 pairs across 59 cell lines. Task: Regression. Given two drug SMILES strings and cell line genomic features, predict the synergy score measuring deviation from expected non-interaction effect. (1) Drug 1: CC1C(C(CC(O1)OC2CC(CC3=C2C(=C4C(=C3O)C(=O)C5=C(C4=O)C(=CC=C5)OC)O)(C(=O)CO)O)N)O.Cl. Drug 2: CC(CN1CC(=O)NC(=O)C1)N2CC(=O)NC(=O)C2. Cell line: OVCAR-4. Synergy scores: CSS=3.41, Synergy_ZIP=-0.141, Synergy_Bliss=0.123, Synergy_Loewe=1.83, Synergy_HSA=1.06. (2) Drug 1: CC1C(C(=O)NC(C(=O)N2CCCC2C(=O)N(CC(=O)N(C(C(=O)O1)C(C)C)C)C)C(C)C)NC(=O)C3=C4C(=C(C=C3)C)OC5=C(C(=O)C(=C(C5=N4)C(=O)NC6C(OC(=O)C(N(C(=O)CN(C(=O)C7CCCN7C(=O)C(NC6=O)C(C)C)C)C)C(C)C)C)N)C. Drug 2: CC12CCC3C(C1CCC2O)C(CC4=C3C=CC(=C4)O)CCCCCCCCCS(=O)CCCC(C(F)(F)F)(F)F. Cell line: HS 578T. Synergy scores: CSS=32.1, Synergy_ZIP=23.4, Synergy_Bliss=22.9, Synergy_Loewe=16.4, Synergy_HSA=16.9.